From a dataset of Reaction yield outcomes from USPTO patents with 853,638 reactions. Predict the reaction yield, written as a fraction of the theoretical maximum amount of product (1.0 means a 100% yield; for example, 0.34 means a 34% yield). (1) The reactants are [C:1]([CH:5]([NH:13][NH:14][C:15]([C:17]1[CH:26]=[CH:25][C:20]2[O:21][CH2:22][CH2:23][O:24][C:19]=2[C:18]=1[CH2:27][CH3:28])=[O:16])[CH:6]=[C:7]([CH3:12])[C:8]([CH3:11])([CH3:10])[CH3:9])([CH3:4])([CH3:3])[CH3:2].[CH3:29][O:30][C:31]1[CH:32]=[C:33]([CH:37]=[C:38]([O:41][CH3:42])[C:39]=1[CH3:40])[C:34](Cl)=[O:35].C([O-])([O-])=O.[K+].[K+]. The catalyst is C(Cl)Cl. The product is [C:1]([CH:5]([N:13]([C:34](=[O:35])[C:33]1[CH:37]=[C:38]([O:41][CH3:42])[C:39]([CH3:40])=[C:31]([O:30][CH3:29])[CH:32]=1)[NH:14][C:15]([C:17]1[CH:26]=[CH:25][C:20]2[O:21][CH2:22][CH2:23][O:24][C:19]=2[C:18]=1[CH2:27][CH3:28])=[O:16])[CH:6]=[C:7]([CH3:12])[C:8]([CH3:11])([CH3:10])[CH3:9])([CH3:2])([CH3:3])[CH3:4]. The yield is 0.380. (2) The reactants are Cl.[CH3:2][N:3]1[CH2:8][CH2:7][CH2:6][CH:5]([CH2:9][O:10][C:11]2[CH:16]=[CH:15][C:14]([NH2:17])=[CH:13][CH:12]=2)[CH2:4]1.[Cl:18][C:19]1[CH:20]=[C:21]2[C:25](=[CH:26][CH:27]=1)[NH:24][C:23](=[O:28])[C:22]2=[CH:29]O.CCN(CC)CC. No catalyst specified. The product is [Cl:18][C:19]1[CH:20]=[C:21]2[C:25](=[CH:26][CH:27]=1)[NH:24][C:23](=[O:28])[C:22]2=[CH:29][NH:17][C:14]1[CH:13]=[CH:12][C:11]([O:10][CH2:9][CH:5]2[CH2:6][CH2:7][CH2:8][N:3]([CH3:2])[CH2:4]2)=[CH:16][CH:15]=1. The yield is 0.490. (3) The reactants are [NH2:1][C:2]1[CH:22]=[CH:21][C:5]([O:6][C:7]2[N:12]=[CH:11][N:10]=[C:9]([NH:13][C:14]([N:16]3[CH2:20][CH2:19][CH2:18][CH2:17]3)=[O:15])[CH:8]=2)=[C:4]([F:23])[CH:3]=1.[F:24][C:25]([F:40])([F:39])[CH:26]([NH:31][C:32]1[CH:37]=[CH:36][C:35]([F:38])=[CH:34][CH:33]=1)[CH2:27][C:28](O)=[O:29].C(N(CC)C(C)C)(C)C.CN(C(ON1N=NC2C=CC=NC1=2)=[N+](C)C)C.F[P-](F)(F)(F)(F)F. The catalyst is CN(C)C=O. The product is [F:23][C:4]1[CH:3]=[C:2]([NH:1][C:28](=[O:29])[CH2:27][CH:26]([NH:31][C:32]2[CH:33]=[CH:34][C:35]([F:38])=[CH:36][CH:37]=2)[C:25]([F:39])([F:40])[F:24])[CH:22]=[CH:21][C:5]=1[O:6][C:7]1[N:12]=[CH:11][N:10]=[C:9]([NH:13][C:14]([N:16]2[CH2:20][CH2:19][CH2:18][CH2:17]2)=[O:15])[CH:8]=1. The yield is 0.570. (4) The reactants are [N:1]1([CH2:6][C:7]2[N:12]=[C:11]([C:13]([O:15]C)=[O:14])[CH:10]=[CH:9][CH:8]=2)[CH2:5][CH2:4][CH2:3][CH2:2]1.[OH-].[Na+].Cl. The catalyst is C(O)C.O. The product is [N:1]1([CH2:6][C:7]2[N:12]=[C:11]([C:13]([OH:15])=[O:14])[CH:10]=[CH:9][CH:8]=2)[CH2:5][CH2:4][CH2:3][CH2:2]1. The yield is 0.550. (5) The reactants are [F:1][C:2]([F:7])([F:6])[C:3]([OH:5])=[O:4].[I-].[CH3:9][O:10][C:11]([CH2:13][CH2:14][C:15]1[N+:19]([CH3:20])=[CH:18][N:17](C(C2C=CC=CC=2)(C2C=CC=CC=2)C2C=CC=CC=2)[CH:16]=1)=[O:12]. The catalyst is ClCCl. The product is [F:1][C:2]([F:7])([F:6])[C:3]([OH:5])=[O:4].[CH3:20][N:19]1[C:15]([CH2:14][CH2:13][C:11]([O:10][CH3:9])=[O:12])=[CH:16][N:17]=[CH:18]1. The yield is 0.760. (6) The reactants are [NH2:1][C:2]1[CH:9]=[CH:8][CH:7]=[CH:6][C:3]=1[C:4]#[N:5].[S-:10][C:11]#[N:12].[K+].BrBr.O. The catalyst is CO. The product is [NH2:1][C:2]1[CH:9]=[CH:8][C:7]([S:10][C:11]#[N:12])=[CH:6][C:3]=1[C:4]#[N:5]. The yield is 0.670.